Dataset: Full USPTO retrosynthesis dataset with 1.9M reactions from patents (1976-2016). Task: Predict the reactants needed to synthesize the given product. (1) Given the product [CH3:18][O:3][C:4]([C:11]1[S:12][CH:13]=[C:14]([CH3:16])[N:15]=1)([CH3:10])[C:5]([O:7][CH2:8][CH3:9])=[O:6], predict the reactants needed to synthesize it. The reactants are: [H-].[Na+].[OH:3][C:4]([C:11]1[S:12][CH:13]=[C:14]([CH3:16])[N:15]=1)([CH3:10])[C:5]([O:7][CH2:8][CH3:9])=[O:6].I[CH3:18]. (2) Given the product [Cl:8][C:5]1[N:6]=[C:7]([CH:9]([CH3:11])[CH3:10])[C:2]([F:1])=[CH:3][N:4]=1, predict the reactants needed to synthesize it. The reactants are: [F:1][C:2]1[CH:3]=[N:4][C:5]([Cl:8])=[N:6][CH:7]=1.[CH:9]([Mg]Cl)([CH3:11])[CH3:10].C(N(CC)CC)C.II. (3) Given the product [Cl:19][C:3]1[CH:4]=[C:5]([S:13]([OH:16])(=[O:15])=[O:14])[C:6]2[CH:7]=[CH:8][C:9]([CH3:12])=[N:10][C:11]=2[C:2]=1[OH:1], predict the reactants needed to synthesize it. The reactants are: [OH:1][C:2]1[C:11]2[N:10]=[C:9]([CH3:12])[CH:8]=[CH:7][C:6]=2[C:5]([S:13]([OH:16])(=[O:15])=[O:14])=[CH:4][CH:3]=1.[OH-].[K+].[Cl:19][O-].[Na+]. (4) Given the product [CH:1]([NH:5][C:6]([CH2:8][CH:9]([NH:14][CH2:15][CH2:16][CH2:17][CH2:18][CH2:19][CH2:20][OH:21])[C:10]([O:12][CH3:13])=[O:11])=[O:7])([CH2:3][CH3:4])[CH3:2], predict the reactants needed to synthesize it. The reactants are: [CH:1]([NH:5][C:6]([CH:8]=[CH:9][C:10]([O:12][CH3:13])=[O:11])=[O:7])([CH2:3][CH3:4])[CH3:2].[NH2:14][CH2:15][CH2:16][CH2:17][CH2:18][CH2:19][CH2:20][OH:21]. (5) Given the product [N:1]1[CH:6]=[CH:5][CH:4]=[C:3]([NH:7][C:15](=[O:16])[O:17][CH2:18][C:19]([Cl:22])([Cl:21])[Cl:20])[N:2]=1, predict the reactants needed to synthesize it. The reactants are: [N:1]1[CH:6]=[CH:5][CH:4]=[C:3]([NH2:7])[N:2]=1.N1C=CC=CC=1.Cl[C:15]([O:17][CH2:18][C:19]([Cl:22])([Cl:21])[Cl:20])=[O:16]. (6) Given the product [CH3:1][O:2][C@H:3]1[CH2:8][CH2:7][CH2:6][C@H:5]([OH:9])[CH2:4]1, predict the reactants needed to synthesize it. The reactants are: [CH3:1][O:2][C:3]1[CH:4]=[C:5]([OH:9])[CH:6]=[CH:7][CH:8]=1. (7) The reactants are: [CH2:1]([S:8][S:9][CH2:10][CH2:11][C@H:12]([NH2:16])[C:13]([OH:15])=[O:14])[CH2:2][C@H:3]([NH2:7])[C:4]([OH:6])=[O:5].[OH-].[Na+].[CH2:19]([O:26][C:27](Cl)=[O:28])[C:20]1[CH:25]=[CH:24][CH:23]=[CH:22][CH:21]=1.O. Given the product [CH2:19]([O:26][C:27]([CH:1]([S:8][S:9][CH2:10][CH2:11][C@H:12]([NH2:16])[C:13]([OH:15])=[O:14])[CH2:2][C@H:3]([NH2:7])[C:4]([OH:6])=[O:5])=[O:28])[C:20]1[CH:25]=[CH:24][CH:23]=[CH:22][CH:21]=1, predict the reactants needed to synthesize it. (8) Given the product [ClH:12].[C:6]([C:5]1[CH:8]=[CH:9][C:10]([OH:11])=[C:3]([O:2][CH3:1])[CH:4]=1)(=[NH:23])[NH2:7], predict the reactants needed to synthesize it. The reactants are: [CH3:1][O:2][C:3]1[CH:4]=[C:5]([CH:8]=[CH:9][C:10]=1[OH:11])[C:6]#[N:7].[ClH:12].O1CCOCC1.C(=O)([O-])[O-].[NH4+:23].[NH4+]. (9) Given the product [CH2:14]([O:16][C:17](=[O:22])/[CH:18]=[C:19](/[O:13][C:7]1[CH:12]=[CH:11][CH:10]=[CH:9][CH:8]=1)\[CH3:20])[CH3:15], predict the reactants needed to synthesize it. The reactants are: CC(C)([O-])C.[K+].[C:7]1([OH:13])[CH:12]=[CH:11][CH:10]=[CH:9][CH:8]=1.[CH2:14]([O:16][C:17](=[O:22])[CH:18]=[C:19](Cl)[CH3:20])[CH3:15]. (10) Given the product [O:13]([C:3]1[CH:4]=[CH:5][C:6]2[N:7]([C:9]([NH2:12])=[N:10][N:11]=2)[N:8]=1)[C:14]1[CH:19]=[CH:18][CH:17]=[CH:16][CH:15]=1, predict the reactants needed to synthesize it. The reactants are: Br.Cl[C:3]1[CH:4]=[CH:5][C:6]2[N:7]([C:9]([NH2:12])=[N:10][N:11]=2)[N:8]=1.[O-:13][C:14]1[CH:19]=[CH:18][CH:17]=[CH:16][CH:15]=1.[Na+].O.